This data is from Full USPTO retrosynthesis dataset with 1.9M reactions from patents (1976-2016). The task is: Predict the reactants needed to synthesize the given product. (1) Given the product [NH:9]1[C:10]2[C:15](=[CH:14][CH:13]=[CH:12][CH:11]=2)[CH:16]=[C:8]1[C:3]1[CH:4]=[CH:5][CH:6]=[CH:7][C:2]=1[NH:1][C:26](=[O:36])[C:27]1[C:28](=[CH:32][CH:33]=[CH:34][CH:35]=1)[C:29]([OH:31])=[O:30], predict the reactants needed to synthesize it. The reactants are: [NH2:1][C:2]1[CH:7]=[CH:6][CH:5]=[CH:4][C:3]=1[C:8]1[NH:9][C:10]2[C:15]([CH:16]=1)=[CH:14][CH:13]=[CH:12][CH:11]=2.N1C2C(=CC=CC=2)C=C1.[C:26]1(=[O:36])[O:31][C:29](=[O:30])[C:28]2=[CH:32][CH:33]=[CH:34][CH:35]=[C:27]12. (2) Given the product [C:1]([C:5]1[CH:9]=[C:8]([C:10]([O:12][CH2:13][CH3:14])=[O:11])[N:7]([C:15]2[CH:20]=[CH:19][CH:18]=[C:17]([CH2:21][P:25]([CH2:26][CH3:27])([CH2:23][CH3:24])=[O:28])[CH:16]=2)[N:6]=1)([CH3:4])([CH3:3])[CH3:2], predict the reactants needed to synthesize it. The reactants are: [C:1]([C:5]1[CH:9]=[C:8]([C:10]([O:12][CH2:13][CH3:14])=[O:11])[N:7]([C:15]2[CH:20]=[CH:19][CH:18]=[C:17]([CH2:21]Cl)[CH:16]=2)[N:6]=1)([CH3:4])([CH3:3])[CH3:2].[CH2:23]([PH:25](=[O:28])[CH2:26][CH3:27])[CH3:24].[O-]P([O-])([O-])=O.[K+].[K+].[K+].CC1(C)C2C(=C(P(C3C=CC=CC=3)C3C=CC=CC=3)C=CC=2)OC2C(P(C3C=CC=CC=3)C3C=CC=CC=3)=CC=CC1=2. (3) Given the product [Cl:8][C:4]1[CH:5]=[CH:6][CH:7]=[C:2]([Cl:1])[C:3]=1[C:9]1[C:13]([CH2:14][O:15][C:16]2[CH:35]=[CH:34][C:19]3[CH:20]=[C:21]([C:23]4[CH:24]=[C:25]([CH:31]=[CH:32][CH:33]=4)[C:26]([OH:28])=[O:27])[S:22][C:18]=3[CH:17]=2)=[C:12]([CH:36]([CH3:38])[CH3:37])[O:11][N:10]=1, predict the reactants needed to synthesize it. The reactants are: [Cl:1][C:2]1[CH:7]=[CH:6][CH:5]=[C:4]([Cl:8])[C:3]=1[C:9]1[C:13]([CH2:14][O:15][C:16]2[CH:35]=[CH:34][C:19]3[CH:20]=[C:21]([C:23]4[CH:24]=[C:25]([CH:31]=[CH:32][CH:33]=4)[C:26]([O:28]CC)=[O:27])[S:22][C:18]=3[CH:17]=2)=[C:12]([CH:36]([CH3:38])[CH3:37])[O:11][N:10]=1.[OH-].[Li+]. (4) Given the product [CH3:19][NH:20][C:12]([C:9]1[CH:8]=[CH:7][C:6]2[C:11](=[C:2]([Br:1])[CH:3]=[N:4][CH:5]=2)[N:10]=1)=[O:14], predict the reactants needed to synthesize it. The reactants are: [Br:1][C:2]1[CH:3]=[N:4][CH:5]=[C:6]2[C:11]=1[N:10]=[C:9]([C:12]([OH:14])=O)[CH:8]=[CH:7]2.S(Cl)(Cl)=O.[CH3:19][NH2:20]. (5) Given the product [CH:19]([C@@H:18]1[N:22]([CH3:23])[C:28](=[O:36])[CH2:29][CH2:30][CH2:31][CH2:32][CH:33]=[CH:34][C:58]2[CH:59]=[C:43]([CH:61]=[CH:62][CH:63]=2)[C@@H:41]([CH3:42])[NH:40][C:5](=[O:6])[C@H:7]2[NH:8][N:9]([CH2:10][CH2:11][CH2:12]2)[C:13](=[O:25])[C@H:14]([CH3:15])[NH:16][C:17]1=[O:24])([CH3:20])[CH3:21], predict the reactants needed to synthesize it. The reactants are: ClC(Cl)(Cl)CO[C:5]([C@@H:7]1[CH2:12][CH2:11][CH2:10][N:9]([C:13](=[O:25])[C@@H:14]([NH:16][C:17](=[O:24])[C@@H:18]([NH:22][CH3:23])[CH:19]([CH3:21])[CH3:20])[CH3:15])[NH:8]1)=[O:6].[C:28]([OH:36])(=O)[CH2:29][CH2:30][CH2:31][CH2:32][CH:33]=[CH2:34].C([N:40](CC)[CH:41]([CH3:43])[CH3:42])(C)C.C[NH3+].F[P-](F)(F)(F)(F)F.N1(OC(N(C)C)=[N+](C)C)[C:59]2N=[CH:61][CH:62]=[CH:63][C:58]=2N=N1.F[P-](F)(F)(F)(F)F. (6) Given the product [F:1][C:2]([F:19])([C:8]1[CH:13]=[CH:12][CH:11]=[C:10]([O:14][CH2:15][CH2:16][O:17][CH3:18])[CH:9]=1)[C:3]([OH:5])=[O:4], predict the reactants needed to synthesize it. The reactants are: [F:1][C:2]([F:19])([C:8]1[CH:13]=[CH:12][CH:11]=[C:10]([O:14][CH2:15][CH2:16][O:17][CH3:18])[CH:9]=1)[C:3]([O:5]CC)=[O:4].O1CCCC1.O.[OH-].[Li+]. (7) Given the product [O:21]=[C:2]1[C:3]2([C:13]3=[CH:14][C:15]4[O:19][CH2:18][O:17][C:16]=4[CH:20]=[C:12]3[O:11][CH2:10]2)[C:4]2[C:9](=[CH:8][CH:7]=[CH:6][CH:5]=2)[N:1]1[CH2:23][C:24]1[O:25][CH:26]=[C:27]([C:29]([O:31][CH3:32])=[O:30])[N:28]=1, predict the reactants needed to synthesize it. The reactants are: [NH:1]1[C:9]2[C:4](=[CH:5][CH:6]=[CH:7][CH:8]=2)[C:3]2([C:13]3=[CH:14][C:15]4[O:19][CH2:18][O:17][C:16]=4[CH:20]=[C:12]3[O:11][CH2:10]2)[C:2]1=[O:21].Cl[CH2:23][C:24]1[O:25][CH:26]=[C:27]([C:29]([O:31][CH3:32])=[O:30])[N:28]=1.C(=O)([O-])[O-].[Cs+].[Cs+]. (8) Given the product [Cl:27][C:26]([Cl:29])([Cl:28])[CH2:25][O:24][C:22]([NH:32][CH2:30][CH:13]([NH:12][C:10](=[O:11])[C:9]1[CH:8]=[CH:7][C:6]([CH3:5])=[CH:20][CH:19]=1)[CH:14]([CH3:15])[CH3:2])=[O:23], predict the reactants needed to synthesize it. The reactants are: Cl[CH2:2]Cl.Cl.[CH3:5][C:6]1[CH:20]=[CH:19][C:9]([C:10]([NH:12][CH2:13][CH:14](N)[CH:15](C)C)=[O:11])=[CH:8][CH:7]=1.Cl[C:22]([O:24][CH2:25][C:26]([Cl:29])([Cl:28])[Cl:27])=[O:23].[CH2:30]([N:32](CC)CC)C. (9) Given the product [I:1][C:3]1[CH:8]=[C:7]([C:9]2[S:10][CH:11]=[CH:12][CH:13]=2)[N:6]=[CH:5][N:4]=1, predict the reactants needed to synthesize it. The reactants are: [IH:1].Cl[C:3]1[CH:8]=[C:7]([C:9]2[S:10][CH:11]=[CH:12][CH:13]=2)[N:6]=[CH:5][N:4]=1.[OH-].[Na+]. (10) Given the product [Cl:1][C:2]1[CH:10]=[CH:9][CH:8]=[C:7]2[C:3]=1[C:4]([C:11]([NH:13][CH2:14][C:15]1([OH:23])[CH2:20][CH2:19][CH2:18][C:17]([F:22])([F:21])[CH2:16]1)=[O:12])=[CH:5][N:6]2[CH2:36][CH:32]1[CH2:33][CH2:34][CH2:35][NH:31]1, predict the reactants needed to synthesize it. The reactants are: [Cl:1][C:2]1[CH:10]=[CH:9][CH:8]=[C:7]2[C:3]=1[C:4]([C:11]([NH:13][CH2:14][C:15]1([OH:23])[CH2:20][CH2:19][CH2:18][C:17]([F:22])([F:21])[CH2:16]1)=[O:12])=[CH:5][NH:6]2.C(OC([N:31]1[CH2:35][CH2:34][CH2:33][CH:32]1[CH2:36]O)=O)(C)(C)C.C(P(=CC#N)(CCCC)CCCC)CCC.